This data is from Reaction yield outcomes from USPTO patents with 853,638 reactions. The task is: Predict the reaction yield, written as a fraction of the theoretical maximum amount of product (1.0 means a 100% yield; for example, 0.34 means a 34% yield). (1) The reactants are [Cl:1][C:2]1[CH:20]=[CH:19][C:5]2[NH:6][C:7]3[N:8]=[CH:9][CH:10]=[CH:11][C:12]=3[C:13]([C:17]#N)([CH:14]([F:16])[F:15])[C:4]=2[CH:3]=1.CC(C[AlH]CC(C)C)C.CC[O:32]C(C)=O.CCCCCC. The catalyst is C(Cl)Cl. The product is [Cl:1][C:2]1[CH:20]=[CH:19][C:5]2[NH:6][C:7]3[N:8]=[CH:9][CH:10]=[CH:11][C:12]=3[C:13]([CH:14]([F:16])[F:15])([CH:17]=[O:32])[C:4]=2[CH:3]=1. The yield is 0.390. (2) The reactants are [Cl:1][C:2]1[CH:7]=[C:6]([F:8])[CH:5]=[CH:4][C:3]=1[S:9]([NH:12][C@@H:13]([C:25](O)=[O:26])[CH2:14][CH2:15][CH2:16][NH:17][C:18]([O:20][C:21]([CH3:24])([CH3:23])[CH3:22])=[O:19])(=[O:11])=[O:10]. The catalyst is C1COCC1.CCOC(C)=O. The product is [Cl:1][C:2]1[CH:7]=[C:6]([F:8])[CH:5]=[CH:4][C:3]=1[S:9]([NH:12][C@@H:13]([CH2:25][OH:26])[CH2:14][CH2:15][CH2:16][NH:17][C:18](=[O:19])[O:20][C:21]([CH3:23])([CH3:24])[CH3:22])(=[O:10])=[O:11]. The yield is 0.650. (3) The reactants are [CH3:1][C:2]1[CH:3]=[C:4]([NH:9][C:10]2[CH:15]=[CH:14][N:13]=[C:12]([C:16]3[CH:21]=[C:20]([N:22]4[CH2:27][CH2:26][CH2:25][CH2:24][CH2:23]4)[CH:19]=[CH:18][C:17]=3[N+:28]([O-])=O)[CH:11]=2)[CH:5]=[CH:6][C:7]=1[CH3:8].C(O)(=O)C. The catalyst is O1CCCC1.CCO.[Zn]. The product is [NH2:28][C:17]1[CH:18]=[CH:19][C:20]([N:22]2[CH2:27][CH2:26][CH2:25][CH2:24][CH2:23]2)=[CH:21][C:16]=1[C:12]1[CH:11]=[C:10]([NH:9][C:4]2[CH:5]=[CH:6][C:7]([CH3:8])=[C:2]([CH3:1])[CH:3]=2)[CH:15]=[CH:14][N:13]=1. The yield is 0.970. (4) The reactants are [CH3:1][C:2]1[NH:6][N:5]=[C:4]([O:7][C:8]2[CH:13]=[CH:12][C:11]([N+:14]([O-])=O)=[CH:10][C:9]=2[C:17]([F:20])([F:19])[F:18])[CH:3]=1.[H][H]. The catalyst is C(O)C.[C].[Pd]. The product is [NH2:14][C:11]1[CH:12]=[CH:13][C:8]([O:7][C:4]2[CH:3]=[C:2]([CH3:1])[NH:6][N:5]=2)=[C:9]([C:17]([F:20])([F:19])[F:18])[CH:10]=1. The yield is 0.761. (5) The reactants are [Br:1][C:2]1[CH:3]=[CH:4][C:5]2[CH2:11][CH2:10][CH2:9][C:8](=O)[NH:7][C:6]=2[CH:13]=1.CO. The catalyst is O1CCCC1.CCOCC. The product is [Br:1][C:2]1[CH:3]=[CH:4][C:5]2[CH2:11][CH2:10][CH2:9][CH2:8][NH:7][C:6]=2[CH:13]=1. The yield is 0.500. (6) The reactants are [O:1]1[CH2:6][CH2:5][CH:4]([OH:7])[CH2:3][CH2:2]1.[CH3:8][S:9](Cl)(=[O:11])=[O:10]. The yield is 0.940. The catalyst is C1(C)C=CC=CC=1.C(N(CC)CC)C. The product is [O:1]1[CH2:6][CH2:5][CH:4]([O:7][S:9]([CH3:8])(=[O:11])=[O:10])[CH2:3][CH2:2]1.